This data is from Peptide-MHC class I binding affinity with 185,985 pairs from IEDB/IMGT. The task is: Regression. Given a peptide amino acid sequence and an MHC pseudo amino acid sequence, predict their binding affinity value. This is MHC class I binding data. (1) The peptide sequence is TVYYGVPVWK. The MHC is HLA-B40:02 with pseudo-sequence HLA-B40:02. The binding affinity (normalized) is 0. (2) The peptide sequence is AQEDDQYVF. The MHC is HLA-B46:01 with pseudo-sequence HLA-B46:01. The binding affinity (normalized) is 0.0847. (3) The peptide sequence is LLEMKYALI. The MHC is HLA-A02:06 with pseudo-sequence HLA-A02:06. The binding affinity (normalized) is 0.112. (4) The peptide sequence is ITLWQRPLV. The MHC is HLA-B15:01 with pseudo-sequence HLA-B15:01. The binding affinity (normalized) is 0. (5) The peptide sequence is IFLKPEETF. The MHC is HLA-A11:01 with pseudo-sequence HLA-A11:01. The binding affinity (normalized) is 0.0847.